Dataset: Reaction yield outcomes from USPTO patents with 853,638 reactions. Task: Predict the reaction yield, written as a fraction of the theoretical maximum amount of product (1.0 means a 100% yield; for example, 0.34 means a 34% yield). (1) The catalyst is ClCCl. The product is [C:1]([CH:4]1[CH2:9][CH2:8][CH2:7][N:6]([C:10]([O:12][C:13]([CH3:16])([CH3:15])[CH3:14])=[O:11])[CH2:5]1)#[N:2]. The reactants are [C:1]([CH:4]1[CH2:9][CH2:8][CH2:7][N:6]([C:10]([O:12][C:13]([CH3:16])([CH3:15])[CH3:14])=[O:11])[CH2:5]1)(=O)[NH2:2].C(N(CC)CC)C.FC(F)(F)C(OC(=O)C(F)(F)F)=O. The yield is 0.870. (2) The reactants are [Cl:1][C:2]1[C:8]([Cl:9])=[CH:7][CH:6]=[CH:5][C:3]=1[NH2:4].Br.Br[CH:12]([C:14]1[CH:15]=[C:16]([C:31]([N:33]([CH3:35])[CH3:34])=[O:32])[CH:17]=[C:18]2[C:23]=1[O:22][C:21]([N:24]1[CH2:29][CH2:28][O:27][CH2:26][CH2:25]1)=[CH:20][C:19]2=[O:30])[CH3:13]. No catalyst specified. The product is [Cl:1][C:2]1[C:8]([Cl:9])=[CH:7][CH:6]=[CH:5][C:3]=1[NH:4][CH:12]([C:14]1[CH:15]=[C:16]([C:31]([N:33]([CH3:35])[CH3:34])=[O:32])[CH:17]=[C:18]2[C:23]=1[O:22][C:21]([N:24]1[CH2:29][CH2:28][O:27][CH2:26][CH2:25]1)=[CH:20][C:19]2=[O:30])[CH3:13]. The yield is 0.510.